From a dataset of Catalyst prediction with 721,799 reactions and 888 catalyst types from USPTO. Predict which catalyst facilitates the given reaction. (1) Reactant: OC(C(F)(F)F)=O.[NH2:8][C:9]1[NH:13][C:12](=[C:14]2[C:27]3[C:26]4[C:21](=[CH:22][CH:23]=[C:24](Br)[CH:25]=4)[NH:20][C:19]=3[C:18](=[O:29])[NH:17][CH2:16][CH2:15]2)[C:11](=[O:30])[N:10]=1.O.O.O.C([O-])(=O)C.[Na+]. The catalyst class is: 19. Product: [NH2:8][C:9]1[NH:13][C:12](=[C:14]2[C:27]3[C:26]4[C:21](=[CH:22][CH:23]=[CH:24][CH:25]=4)[NH:20][C:19]=3[C:18](=[O:29])[NH:17][CH2:16][CH2:15]2)[C:11](=[O:30])[N:10]=1. (2) Reactant: [F:1][C:2]([F:55])([F:54])[C:3]1[CH:4]=[C:5]([CH:47]=[C:48]([C:50]([F:53])([F:52])[F:51])[CH:49]=1)[C:6]([N:8]1[CH2:12][C@@:11]([CH2:20][CH2:21][N:22]2[CH2:27][CH2:26][C:25]3([C:35]4[C:30](=[CH:31][CH:32]=[CH:33][CH:34]=4)[CH2:29][C@@H:28]3[O:36][CH2:37][C:38]([N:40]([CH3:46])[CH2:41][CH2:42][CH2:43][NH:44][CH3:45])=[O:39])[CH2:24][CH2:23]2)([C:13]2[CH:18]=[CH:17][C:16]([F:19])=[CH:15][CH:14]=2)[O:10][CH2:9]1)=[O:7].[CH:56]([C:58]1[S:62][C:61]([C:63]([OH:65])=O)=[CH:60][CH:59]=1)=[O:57].Cl.C(N=C=NCCCN(C)C)C.C(=O)([O-])O.[Na+]. Product: [F:53][C:50]([F:51])([F:52])[C:48]1[CH:47]=[C:5]([CH:4]=[C:3]([C:2]([F:1])([F:55])[F:54])[CH:49]=1)[C:6]([N:8]1[CH2:12][C@@:11]([CH2:20][CH2:21][N:22]2[CH2:23][CH2:24][C:25]3([C:35]4[C:30](=[CH:31][CH:32]=[CH:33][CH:34]=4)[CH2:29][C@@H:28]3[O:36][CH2:37][C:38]([N:40]([CH3:46])[CH2:41][CH2:42][CH2:43][N:44]([CH3:45])[C:63]([C:61]3[S:62][C:58]([CH:56]=[O:57])=[CH:59][CH:60]=3)=[O:65])=[O:39])[CH2:26][CH2:27]2)([C:13]2[CH:14]=[CH:15][C:16]([F:19])=[CH:17][CH:18]=2)[O:10][CH2:9]1)=[O:7]. The catalyst class is: 2. (3) Reactant: [Cl:1][C:2]1[CH:3]=[C:4]([OH:9])[CH:5]=[C:6]([Cl:8])[CH:7]=1.N1C(C)=CC=CC=1C.O([Si:26]([CH:33]([CH3:35])[CH3:34])([CH:30]([CH3:32])[CH3:31])[CH:27]([CH3:29])[CH3:28])S(C(F)(F)F)(=O)=O. Product: [Cl:1][C:2]1[CH:3]=[C:4]([CH:5]=[C:6]([Cl:8])[CH:7]=1)[O:9][Si:26]([CH:33]([CH3:35])[CH3:34])([CH:30]([CH3:32])[CH3:31])[CH:27]([CH3:29])[CH3:28]. The catalyst class is: 2. (4) The catalyst class is: 79. Product: [CH2:1]([C:3]1[C:11]2[C:6](=[CH:7][C:8]([C:12]([O:14][CH3:17])=[O:13])=[CH:9][CH:10]=2)[NH:5][N:4]=1)[CH3:2]. Reactant: [CH2:1]([C:3]1[C:11]2[C:6](=[CH:7][C:8]([C:12]([OH:14])=[O:13])=[CH:9][CH:10]=2)[NH:5][N:4]=1)[CH3:2].CO.[CH3:17]CN=C=NCCCN(C)C.Cl. (5) Reactant: Cl[C:2]1[CH:9]=[CH:8][CH:7]=[C:6]([CH3:10])[C:3]=1[C:4]#[N:5].[NH:11]1[CH2:16][CH2:15][CH2:14][CH2:13][CH2:12]1.C(N1CCCCC1)=O. Product: [CH3:10][C:6]1[CH:7]=[CH:8][CH:9]=[C:2]([N:11]2[CH2:16][CH2:15][CH2:14][CH2:13][CH2:12]2)[C:3]=1[C:4]#[N:5]. The catalyst class is: 25. (6) Reactant: [CH2:1]([O:3][C:4](=[O:13])[CH2:5][CH2:6][CH2:7][CH2:8][CH2:9][C:10]([OH:12])=O)[CH3:2].CN(C(ON1N=NC2C=CC=CC1=2)=[N+](C)C)C.F[P-](F)(F)(F)(F)F.CCN(C(C)C)C(C)C.[NH2:47][C:48]1[CH:53]=[CH:52][CH:51]=[CH:50][C:49]=1[NH:54][C:55](=[O:61])[O:56][C:57]([CH3:60])([CH3:59])[CH3:58]. Product: [C:57]([O:56][C:55]([NH:54][C:49]1[CH:50]=[CH:51][CH:52]=[CH:53][C:48]=1[NH:47][C:10](=[O:12])[CH2:9][CH2:8][CH2:7][CH2:6][CH2:5][C:4]([O:3][CH2:1][CH3:2])=[O:13])=[O:61])([CH3:60])([CH3:58])[CH3:59]. The catalyst class is: 3.